This data is from Reaction yield outcomes from USPTO patents with 853,638 reactions. The task is: Predict the reaction yield, written as a fraction of the theoretical maximum amount of product (1.0 means a 100% yield; for example, 0.34 means a 34% yield). (1) The catalyst is C1C=CC(P(C2C=CC=CC=2)[C-]2C=CC=C2)=CC=1.C1C=CC(P(C2C=CC=CC=2)[C-]2C=CC=C2)=CC=1.Cl[Pd]Cl.[Fe+2].O. The yield is 0.674. The product is [CH3:19][NH:18][C:5]1[C:4]2[C:9](=[CH:10][CH:11]=[C:2]([C:28]3[CH:29]=[C:30]([CH:35]=[CH:36][CH:37]=3)[C:31]([O:33][CH3:34])=[O:32])[CH:3]=2)[N:8]=[C:7]([C:12]2[CH:13]=[N:14][CH:15]=[CH:16][CH:17]=2)[N:6]=1. The reactants are Br[C:2]1[CH:3]=[C:4]2[C:9](=[CH:10][CH:11]=1)[N:8]=[C:7]([C:12]1[CH:13]=[N:14][CH:15]=[CH:16][CH:17]=1)[N:6]=[C:5]2[NH:18][CH3:19].CC1(C)C(C)(C)OB([C:28]2[CH:29]=[C:30]([CH:35]=[CH:36][CH:37]=2)[C:31]([O:33][CH3:34])=[O:32])O1.C([O-])([O-])=O.[K+].[K+].O1CCOCC1. (2) The reactants are C([O-])(=O)C.[Cs+].FC(F)(F)C1C=CC(P(C2C=CC(C(F)(F)F)=CC=2)C2C=CC(C(F)(F)F)=CC=2)=CC=1.CN(C)C=O.[N:42]1[CH:43]=[N:44][N:45]2[CH:50]=[C:49]([C:51]3[O:55][C:54]([CH3:57])([CH3:56])[C:53](=[O:58])[CH:52]=3)[CH:48]=[CH:47][C:46]=12.[Cl:59][C:60]1[CH:65]=[C:64](I)[CH:63]=[CH:62][C:61]=1[F:67]. The catalyst is C([O-])(=O)C.[Pd+2].C([O-])(=O)C. The product is [N:42]1[CH:43]=[N:44][N:45]2[CH:50]=[C:49]([C:51]3[O:55][C:54]([CH3:56])([CH3:57])[C:53](=[O:58])[C:52]=3[C:64]3[CH:63]=[CH:62][C:61]([F:67])=[C:60]([Cl:59])[CH:65]=3)[CH:48]=[CH:47][C:46]=12. The yield is 0.128. (3) The reactants are C([O:4][C:5]1[CH:6]=[C:7]2[C:12](=[CH:13][CH:14]=1)[N:11]=[CH:10][C:9](Br)=[CH:8]2)(=O)C.[CH3:16][N:17]1[CH:21]=[C:20](B2OC(C)(C)C(C)(C)O2)[CH:19]=[N:18]1.C([O-])([O-])=O.[Na+].[Na+]. The catalyst is CN(C=O)C.C1C=CC([P]([Pd]([P](C2C=CC=CC=2)(C2C=CC=CC=2)C2C=CC=CC=2)([P](C2C=CC=CC=2)(C2C=CC=CC=2)C2C=CC=CC=2)[P](C2C=CC=CC=2)(C2C=CC=CC=2)C2C=CC=CC=2)(C2C=CC=CC=2)C2C=CC=CC=2)=CC=1. The product is [CH3:16][N:17]1[CH:21]=[C:20]([C:9]2[CH:10]=[N:11][C:12]3[C:7]([CH:8]=2)=[CH:6][C:5]([OH:4])=[CH:14][CH:13]=3)[CH:19]=[N:18]1. The yield is 0.650. (4) The reactants are [CH2:1]([C:8]1[C:20](=[O:21])[N:19]([CH:22]2[CH2:26][CH2:25][CH2:24][CH2:23]2)[C:11]2[N:12]=[C:13](S(C)=O)[N:14]=[CH:15][C:10]=2[CH:9]=1)[C:2]1[CH:7]=[CH:6][CH:5]=[CH:4][CH:3]=1.[C:27]([O:31][C:32]([N:34]1[CH2:39][CH2:38][N:37]([C:40]2[CH:41]=[N:42][C:43]([NH2:46])=[CH:44][CH:45]=2)[CH2:36][CH2:35]1)=[O:33])([CH3:30])([CH3:29])[CH3:28]. The catalyst is C1(C)C=CC=CC=1. The product is [C:27]([O:31][C:32]([N:34]1[CH2:39][CH2:38][N:37]([C:40]2[CH:41]=[N:42][C:43]([NH:46][C:13]3[N:14]=[CH:15][C:10]4[CH:9]=[C:8]([CH2:1][C:2]5[CH:7]=[CH:6][CH:5]=[CH:4][CH:3]=5)[C:20](=[O:21])[N:19]([CH:22]5[CH2:26][CH2:25][CH2:24][CH2:23]5)[C:11]=4[N:12]=3)=[CH:44][CH:45]=2)[CH2:36][CH2:35]1)=[O:33])([CH3:30])([CH3:28])[CH3:29]. The yield is 0.198. (5) The reactants are [O:1]([C:9]1[CH:10]=[CH:11][C:12]2[CH2:13][C@H:14]3[NH:26][CH2:25][CH2:24][C@:20]45[C:21]=2[C:22]=1[O:23][CH:19]4[CH:18]([O:27][Si:28]([C:31]([CH3:34])([CH3:33])[CH3:32])([CH3:30])[CH3:29])[CH:17]=[CH:16][C@@H:15]35)[Si:2]([C:5]([CH3:8])([CH3:7])[CH3:6])([CH3:4])[CH3:3].[C:35](#[N:38])[CH:36]=[CH2:37]. The catalyst is C(O)C. The product is [O:1]([C:9]1[CH:10]=[CH:11][C:12]2[CH2:13][C@H:14]3[N:26]([CH2:37][CH2:36][C:35]#[N:38])[CH2:25][CH2:24][C@:20]45[C:21]=2[C:22]=1[O:23][CH:19]4[CH:18]([O:27][Si:28]([C:31]([CH3:34])([CH3:33])[CH3:32])([CH3:29])[CH3:30])[CH:17]=[CH:16][C@@H:15]35)[Si:2]([C:5]([CH3:7])([CH3:6])[CH3:8])([CH3:3])[CH3:4]. The yield is 0.900. (6) The reactants are [NH:1]1[C:9]2[CH:8]=[CH:7][CH:6]=[C:5]([C:10]([O:12][CH3:13])=[O:11])[C:4]=2[CH:3]=[CH:2]1.C(O[CH2:18][CH2:19][N+:20]([O-:22])=[O:21])(=O)C.C(C1C=C(O)C(=CC=1)O)(C)(C)C. The catalyst is C1(C)C(C)=CC=CC=1. The product is [N+:20]([CH2:19][CH2:18][C:3]1[C:4]2[C:5]([C:10]([O:12][CH3:13])=[O:11])=[CH:6][CH:7]=[CH:8][C:9]=2[NH:1][CH:2]=1)([O-:22])=[O:21]. The yield is 0.790. (7) The reactants are [CH2:1]([C:5]1[N:6]=[C:7]([CH3:27])[NH:8][C:9](=[O:26])[C:10]=1[CH2:11][C:12]1[CH:17]=[CH:16][C:15]([C:18]2[C:19]([C:24]#[N:25])=[CH:20][CH:21]=[CH:22][CH:23]=2)=[CH:14][CH:13]=1)[CH2:2][CH2:3][CH3:4].[H-].[Na+].CN(C)C=O.Br[CH2:36][C:37]([C:39]1[CH:44]=[CH:43][C:42]([O:45][CH3:46])=[CH:41][CH:40]=1)=[O:38]. The catalyst is C(OCC)(=O)C. The product is [CH2:1]([C:5]1[N:6]=[C:7]([CH3:27])[N:8]([CH2:36][C:37]([C:39]2[CH:44]=[CH:43][C:42]([O:45][CH3:46])=[CH:41][CH:40]=2)=[O:38])[C:9](=[O:26])[C:10]=1[CH2:11][C:12]1[CH:17]=[CH:16][C:15]([C:18]2[C:19]([C:24]#[N:25])=[CH:20][CH:21]=[CH:22][CH:23]=2)=[CH:14][CH:13]=1)[CH2:2][CH2:3][CH3:4]. The yield is 0.480. (8) The reactants are [F:1][C:2]1[CH:3]=[C:4]([N:16]2[CH2:20][C@H:19]([CH2:21][NH:22][C:23](=[O:25])[CH3:24])[O:18][C:17]2=[O:26])[CH:5]=[CH:6][C:7]=1[CH:8]1[CH2:13][CH2:12][S:11](=[O:15])(=[O:14])[NH:10][CH2:9]1.[C:27](=O)([O-])[O-].[K+].[K+].CI. The catalyst is CN(C=O)C. The product is [F:1][C:2]1[CH:3]=[C:4]([N:16]2[CH2:20][C@H:19]([CH2:21][NH:22][C:23](=[O:25])[CH3:24])[O:18][C:17]2=[O:26])[CH:5]=[CH:6][C:7]=1[CH:8]1[CH2:13][CH2:12][S:11](=[O:14])(=[O:15])[N:10]([CH3:27])[CH2:9]1. The yield is 0.750. (9) The reactants are Cl[C:2]1[N:7]=[C:6]([N:8]2[CH2:12][CH2:11][CH2:10][CH2:9]2)[C:5]([N+:13]([O-:15])=[O:14])=[CH:4][CH:3]=1.C(N(CC)CC)C.[F:23][C:24]1[CH:31]=[CH:30][C:27]([CH2:28][NH2:29])=[CH:26][CH:25]=1. The catalyst is CC#N.Cl. The product is [F:23][C:24]1[CH:31]=[CH:30][C:27]([CH2:28][NH:29][C:2]2[CH:3]=[CH:4][C:5]([N+:13]([O-:15])=[O:14])=[C:6]([N:8]3[CH2:12][CH2:11][CH2:10][CH2:9]3)[N:7]=2)=[CH:26][CH:25]=1. The yield is 1.00. (10) The reactants are C(OC([NH:8][C:9]1[S:13][C:12]([C:14]2[C:19]([F:20])=[CH:18][CH:17]=[CH:16][C:15]=2[F:21])=[N:11][C:10]=1[C:22]([NH:24][C:25]1[CH:26]=[N:27][C:28]2[C:33]([C:34]=1[N:35]1[CH2:40][CH2:39][CH2:38][C@H:37]([NH:41]C(=O)OC(C)(C)C)[CH2:36]1)=[CH:32][CH:31]=[CH:30][CH:29]=2)=[O:23])=O)(C)(C)C.C(O)(C(F)(F)F)=O. The catalyst is C(Cl)Cl. The product is [NH2:8][C:9]1[S:13][C:12]([C:14]2[C:19]([F:20])=[CH:18][CH:17]=[CH:16][C:15]=2[F:21])=[N:11][C:10]=1[C:22]([NH:24][C:25]1[CH:26]=[N:27][C:28]2[C:33]([C:34]=1[N:35]1[CH2:40][CH2:39][CH2:38][C@H:37]([NH2:41])[CH2:36]1)=[CH:32][CH:31]=[CH:30][CH:29]=2)=[O:23]. The yield is 0.250.